This data is from Full USPTO retrosynthesis dataset with 1.9M reactions from patents (1976-2016). The task is: Predict the reactants needed to synthesize the given product. (1) The reactants are: [CH3:1][O:2][C:3]1[C:4]([CH3:15])=[C:5]2[C:9](=[CH:10][CH:11]=1)[N:8]([C:12]([OH:14])=[O:13])[CH:7]=[CH:6]2.[CH3:16][C:17](OC(OC(O[C:17]([CH3:19])([CH3:18])[CH3:16])=O)=O)([CH3:19])[CH3:18]. Given the product [C:17]([O:13][C:12]([N:8]1[C:9]2[C:5](=[C:4]([CH3:15])[C:3]([O:2][CH3:1])=[CH:11][CH:10]=2)[CH:6]=[CH:7]1)=[O:14])([CH3:19])([CH3:18])[CH3:16], predict the reactants needed to synthesize it. (2) Given the product [NH2:13][C:14]([CH3:44])([CH3:43])[C:15]([N:17]1[CH2:22][CH2:21][N:20]([C:23]2[CH:24]=[N:25][C:26]3[C:31]([CH:32]=2)=[N:30][C:29]([C:33]2[CH:34]=[CH:35][C:36]4[O:40][C:39]([NH2:41])=[N:38][C:37]=4[CH:42]=2)=[CH:28][CH:27]=3)[CH2:19][CH2:18]1)=[O:16], predict the reactants needed to synthesize it. The reactants are: C(Cl)(=O)C.CO.C(OC(=O)[NH:13][C:14]([CH3:44])([CH3:43])[C:15]([N:17]1[CH2:22][CH2:21][N:20]([C:23]2[CH:24]=[N:25][C:26]3[C:31]([CH:32]=2)=[N:30][C:29]([C:33]2[CH:34]=[CH:35][C:36]4[O:40][C:39]([NH2:41])=[N:38][C:37]=4[CH:42]=2)=[CH:28][CH:27]=3)[CH2:19][CH2:18]1)=[O:16])(C)(C)C.C([O-])([O-])=O.[Na+].[Na+]. (3) Given the product [OH:2][CH2:1][C:3]1[S:36][C:6]2[N:7]([CH2:21][C:22]3[CH:23]=[CH:24][C:25]([C:28]4[C:29]([C:34]#[N:35])=[CH:30][CH:31]=[CH:32][CH:33]=4)=[CH:26][CH:27]=3)[C:8](=[O:20])[N:9]([CH2:12][CH2:13][C:14]3[CH:15]=[CH:16][CH:17]=[CH:18][CH:19]=3)[C:10](=[O:11])[C:5]=2[CH:4]=1, predict the reactants needed to synthesize it. The reactants are: [CH:1]([C:3]1[S:36][C:6]2[N:7]([CH2:21][C:22]3[CH:27]=[CH:26][C:25]([C:28]4[C:29]([C:34]#[N:35])=[CH:30][CH:31]=[CH:32][CH:33]=4)=[CH:24][CH:23]=3)[C:8](=[O:20])[N:9]([CH2:12][CH2:13][C:14]3[CH:19]=[CH:18][CH:17]=[CH:16][CH:15]=3)[C:10](=[O:11])[C:5]=2[CH:4]=1)=[O:2].O1CCCC1.[BH4-].[Na+]. (4) The reactants are: [Br:1][C:2]1[C:3]([OH:10])=[N:4][C:5]([CH3:9])=[C:6](Br)[CH:7]=1.[Li]CCCC.[NH4+].[Cl-]. Given the product [Br:1][C:2]1[C:3]([OH:10])=[N:4][C:5]([CH3:9])=[CH:6][CH:7]=1, predict the reactants needed to synthesize it. (5) Given the product [CH:1]([O:4][C:5]([N:7]1[CH2:13][CH2:12][CH2:11][CH:10]([NH:25][CH2:24][C:23]2[CH:26]=[C:27]([C:29]([F:30])([F:31])[F:32])[CH:28]=[C:21]([C:20]([F:19])([F:33])[F:34])[CH:22]=2)[C:9]2[CH:15]=[CH:16][CH:17]=[CH:18][C:8]1=2)=[O:6])([CH3:3])[CH3:2], predict the reactants needed to synthesize it. The reactants are: [CH:1]([O:4][C:5]([N:7]1[CH2:13][CH2:12][CH2:11][C:10](=O)[C:9]2[CH:15]=[CH:16][CH:17]=[CH:18][C:8]1=2)=[O:6])([CH3:3])[CH3:2].[F:19][C:20]([F:34])([F:33])[C:21]1[CH:22]=[C:23]([CH:26]=[C:27]([C:29]([F:32])([F:31])[F:30])[CH:28]=1)[CH2:24][NH2:25].[BH4-].[Na+].[OH-].[Na+]. (6) The reactants are: [NH2:1][C@H:2]1[CH2:7][CH2:6][C@H:5]([OH:8])[CH2:4][CH2:3]1.[CH2:9]=[C:10]1[O:14][C:12](=[O:13])[CH2:11]1. Given the product [OH:8][C@H:5]1[CH2:6][CH2:7][C@H:2]([NH:1][C:12](=[O:13])[CH2:11][C:10](=[O:14])[CH3:9])[CH2:3][CH2:4]1, predict the reactants needed to synthesize it.